This data is from Reaction yield outcomes from USPTO patents with 853,638 reactions. The task is: Predict the reaction yield, written as a fraction of the theoretical maximum amount of product (1.0 means a 100% yield; for example, 0.34 means a 34% yield). (1) The reactants are [NH:1]1[CH2:5][CH2:4][N:3]=[C:2]1[C:6]1[CH:12]=[C:11]([O:13][CH3:14])[C:10]([O:15][CH3:16])=[CH:9][C:7]=1[NH2:8].CO[C:19](=O)[CH2:20][C:21](=[O:28])[C:22]1[CH:23]=[N:24][CH:25]=[CH:26][CH:27]=1. No catalyst specified. The product is [CH3:16][O:15][C:10]1[C:11]([O:13][CH3:14])=[CH:12][C:6]2[C:2]3[N:3]([CH2:4][CH2:5][N:1]=3)[C:19](/[CH:20]=[C:21](/[C:22]3[CH:23]=[N:24][CH:25]=[CH:26][CH:27]=3)\[OH:28])=[N:8][C:7]=2[CH:9]=1. The yield is 0.280. (2) The reactants are [O:1]1[CH2:5][CH2:4][O:3][CH:2]1[CH2:6][CH2:7][NH:8][C:9]1[CH:10]=[C:11]([CH:25]=[CH:26][C:27]=1[N+:28]([O-])=O)[C:12]([N:14]([CH2:20][CH2:21][CH:22]([CH3:24])[CH3:23])[CH2:15][CH2:16][CH:17]([CH3:19])[CH3:18])=[O:13]. The catalyst is C(OCC)(=O)C.CO.[Pd]. The product is [NH2:28][C:27]1[CH:26]=[CH:25][C:11]([C:12]([N:14]([CH2:15][CH2:16][CH:17]([CH3:18])[CH3:19])[CH2:20][CH2:21][CH:22]([CH3:23])[CH3:24])=[O:13])=[CH:10][C:9]=1[NH:8][CH2:7][CH2:6][CH:2]1[O:1][CH2:5][CH2:4][O:3]1. The yield is 0.890. (3) The reactants are [CH2:1]([NH:8][C:9]1[C:10]2[N:11]([CH:25]=[CH:26][C:27]=2Cl)[N:12]=[C:13]([C:15]2[CH:16]=[C:17]([NH:21][C:22](=[O:24])[CH3:23])[CH:18]=[N:19][CH:20]=2)[CH:14]=1)[C:2]1[CH:7]=[CH:6][CH:5]=[CH:4][CH:3]=1.[C:29]1(B(O)O)[CH:34]=[CH:33][CH:32]=[CH:31][CH:30]=1.C1(P(C2CCCCC2)C2C=CC=CC=2C2C(C(C)C)=CC(C(C)C)=CC=2C(C)C)CCCCC1.C([O-])([O-])=O.[K+].[K+].C(NC1C2N(C=CC=2C2C=CC=CC=2)N=C(C2C=C(S(NC(C)(C)C)(=O)=O)C=NC=2)C=1)C1C=CC=CC=1. The catalyst is CC([O-])=O.CC([O-])=O.[Pd+2]. The product is [CH2:1]([NH:8][C:9]1[C:10]2[N:11]([CH:25]=[CH:26][C:27]=2[C:29]2[CH:34]=[CH:33][CH:32]=[CH:31][CH:30]=2)[N:12]=[C:13]([C:15]2[CH:16]=[C:17]([NH:21][C:22](=[O:24])[CH3:23])[CH:18]=[N:19][CH:20]=2)[CH:14]=1)[C:2]1[CH:7]=[CH:6][CH:5]=[CH:4][CH:3]=1. The yield is 0.407. (4) The reactants are [NH2:1][C@H:2]1[C:16](=[O:17])[N:15]([CH2:18][C:19]([F:22])([F:21])[F:20])[CH2:14][C:5]2[C:6]3[CH:7]=[N:8][NH:9][C:10]=3[C:11]([Cl:13])=[CH:12][C:4]=2[CH2:3]1.C(N(CC)C(C)C)(C)C.C1C=CC(O[C:39](OC2C=CC=CC=2)=[N:40][C:41]#[N:42])=CC=1.Cl.[NH:51]1[CH2:56][CH2:55][CH:54]([C:57]2[C:58](=[O:67])[NH:59][C:60]3[C:65]([CH:66]=2)=[CH:64][CH:63]=[CH:62][CH:61]=3)[CH2:53][CH2:52]1. The catalyst is CN(C)C=O.CO. The product is [Cl:13][C:11]1[C:10]2[NH:9][N:8]=[CH:7][C:6]=2[C:5]2[CH2:14][N:15]([CH2:18][C:19]([F:21])([F:20])[F:22])[C:16](=[O:17])[C@H:2]([NH:1][C:39]([N:51]3[CH2:52][CH2:53][CH:54]([C:57]4[C:58](=[O:67])[NH:59][C:60]5[C:65]([CH:66]=4)=[CH:64][CH:63]=[CH:62][CH:61]=5)[CH2:55][CH2:56]3)=[N:40][C:41]#[N:42])[CH2:3][C:4]=2[CH:12]=1. The yield is 0.330. (5) The reactants are Cl.O[N:3]=[C:4]1[C:12]2[C:7](=[CH:8][CH:9]=[C:10]([C:13]([O:15][CH3:16])=[O:14])[CH:11]=2)[C:6]([CH3:18])([CH3:17])[CH2:5]1.C(N(CC)CC)C.[CH3:26][C:27]([O:30][C:31](O[C:31]([O:30][C:27]([CH3:29])([CH3:28])[CH3:26])=[O:32])=[O:32])([CH3:29])[CH3:28]. The catalyst is C(O)C.O1CCOCC1.[Zn].O. The product is [C:27]([O:30][C:31]([NH:3][CH:4]1[C:12]2[C:7](=[CH:8][CH:9]=[C:10]([C:13]([O:15][CH3:16])=[O:14])[CH:11]=2)[C:6]([CH3:18])([CH3:17])[CH2:5]1)=[O:32])([CH3:29])([CH3:28])[CH3:26]. The yield is 0.520. (6) The reactants are C1C=CC(P(C2C=CC3C(=CC=CC=3)C=2C2C3C(=CC=CC=3)C=CC=2P(C2C=CC=CC=2)C2C=CC=CC=2)C2C=CC=CC=2)=CC=1.[N+:47]([C:50]1[CH:55]=[CH:54][C:53](I)=[CH:52][CH:51]=1)([O-:49])=[O:48].Cl.[CH2:58]([O:65][C:66]1[CH:72]=[CH:71][C:69]([NH2:70])=[CH:68][CH:67]=1)[C:59]1[CH:64]=[CH:63][CH:62]=[CH:61][CH:60]=1.C([O-])([O-])=O.[Cs+].[Cs+]. The catalyst is CC([O-])=O.CC([O-])=O.[Pd+2].O.C1(C)C=CC=CC=1. The product is [CH2:58]([O:65][C:66]1[CH:67]=[CH:68][C:69]([NH:70][C:53]2[CH:54]=[CH:55][C:50]([N+:47]([O-:49])=[O:48])=[CH:51][CH:52]=2)=[CH:71][CH:72]=1)[C:59]1[CH:60]=[CH:61][CH:62]=[CH:63][CH:64]=1. The yield is 0.310.